This data is from Full USPTO retrosynthesis dataset with 1.9M reactions from patents (1976-2016). The task is: Predict the reactants needed to synthesize the given product. (1) The reactants are: [Cl:1][C:2]1[C:3]([C:12]2[C:17]([F:18])=[CH:16][C:15]([Cl:19])=[C:14]([O:20][CH3:21])[C:13]=2[N+:22]([O-])=O)=[N:4][N:5]([CH3:11])[C:6]=1[C:7]([F:10])([F:9])[F:8]. Given the product [Cl:1][C:2]1[C:3]([C:12]2[C:17]([F:18])=[CH:16][C:15]([Cl:19])=[C:14]([O:20][CH3:21])[C:13]=2[NH2:22])=[N:4][N:5]([CH3:11])[C:6]=1[C:7]([F:9])([F:8])[F:10], predict the reactants needed to synthesize it. (2) Given the product [Cl:1][C:2]1[CH:10]=[CH:9][C:8]2[N:7](/[CH:11]=[C:12](/[C:14]3[CH:19]=[CH:18][C:17]([F:20])=[CH:16][CH:15]=3)\[CH3:13])[C:6]3[CH2:22][CH2:23][N:24]([CH3:26])[CH2:25][C:5]=3[C:4]=2[CH:3]=1, predict the reactants needed to synthesize it. The reactants are: [Cl:1][C:2]1[CH:10]=[CH:9][C:8]2[N:7]([CH:11](O)[CH:12]([C:14]3[CH:19]=[CH:18][C:17]([F:20])=[CH:16][CH:15]=3)[CH3:13])[C:6]3[CH2:22][CH2:23][N:24]([CH3:26])[CH2:25][C:5]=3[C:4]=2[CH:3]=1.S(=O)(=O)(O)O.[OH-].[K+]. (3) Given the product [N:8]1([C:5]2[N:6]=[CH:7][C:2]([CH:37]=[CH:36][CH:35]=[O:38])=[CH:3][CH:4]=2)[CH:12]=[CH:11][CH:10]=[N:9]1, predict the reactants needed to synthesize it. The reactants are: Br[C:2]1[CH:3]=[CH:4][C:5]([N:8]2[CH:12]=[CH:11][CH:10]=[N:9]2)=[N:6][CH:7]=1.C1(C)C=CC=CC=1P(C1C=CC=CC=1C)C1C=CC=CC=1C.[C:35](OC)(=[O:38])[CH:36]=[CH2:37]. (4) Given the product [C:14]([O:13][C:4]1[CH:5]=[C:6]2[C:11](=[C:2]([F:1])[CH:3]=1)[NH:10][C:9](=[O:12])[CH2:8][CH2:7]2)(=[O:16])[CH3:15], predict the reactants needed to synthesize it. The reactants are: [F:1][C:2]1[CH:3]=[C:4]([OH:13])[CH:5]=[C:6]2[C:11]=1[NH:10][C:9](=[O:12])[CH2:8][CH2:7]2.[C:14](Cl)(=[O:16])[CH3:15].